This data is from Forward reaction prediction with 1.9M reactions from USPTO patents (1976-2016). The task is: Predict the product of the given reaction. (1) Given the reactants Cl[C:2]1[CH:3]=[C:4]([CH:30]=[CH:31][N:32]=1)[C:5]([N:7]1[CH2:12][CH2:11][C:10]2([CH2:17][CH2:16][N:15]([CH2:18][C:19]3[C:27]4[O:26][C:25]([CH3:29])([CH3:28])[CH2:24][C:23]=4[CH:22]=[CH:21][CH:20]=3)[CH2:14][CH2:13]2)[CH2:9][CH2:8]1)=[O:6].[CH3:33][NH2:34], predict the reaction product. The product is: [CH3:28][C:25]1([CH3:29])[CH2:24][C:23]2[CH:22]=[CH:21][CH:20]=[C:19]([CH2:18][N:15]3[CH2:14][CH2:13][C:10]4([CH2:9][CH2:8][N:7]([C:5]([C:4]5[CH:30]=[CH:31][N:32]=[C:2]([NH:34][CH3:33])[CH:3]=5)=[O:6])[CH2:12][CH2:11]4)[CH2:17][CH2:16]3)[C:27]=2[O:26]1. (2) Given the reactants Br[C:2]1[CH2:3][C:4]2[C:9]([CH:10]=1)=[CH:8][CH:7]=[CH:6][CH:5]=2.[PH:11]([CH:15]([CH3:17])[CH3:16])[CH:12]([CH3:14])[CH3:13].CCN(CC)CC, predict the reaction product. The product is: [CH2:3]1[C:4]2[C:9](=[CH:8][CH:7]=[CH:6][CH:5]=2)[CH:10]=[C:2]1[P:11]([CH:15]([CH3:17])[CH3:16])[CH:12]([CH3:14])[CH3:13]. (3) Given the reactants [CH2:1]([S:5][C:6]1[N:14]=[C:13]2[C:9]([N:10]=[CH:11][N:12]2[C@@H:15]2[O:27][C@H:26]([CH2:28][O:29]C(=O)C)[C@@H:21]([O:22]C(=O)C)[C@H:16]2[O:17]C(=O)C)=[C:8](Cl)[N:7]=1)[CH2:2][CH2:3][CH3:4].[CH:34]1([NH2:40])[CH2:39][CH2:38][CH2:37][CH2:36][CH2:35]1, predict the reaction product. The product is: [CH2:1]([S:5][C:6]1[N:14]=[C:13]2[C:9]([N:10]=[CH:11][N:12]2[C@@H:15]2[O:27][C@H:26]([CH2:28][OH:29])[C@@H:21]([OH:22])[C@H:16]2[OH:17])=[C:8]([NH:40][CH:34]2[CH2:39][CH2:38][CH2:37][CH2:36][CH2:35]2)[N:7]=1)[CH2:2][CH2:3][CH3:4].